Predict the reactants needed to synthesize the given product. From a dataset of Full USPTO retrosynthesis dataset with 1.9M reactions from patents (1976-2016). (1) Given the product [C:1]([O:5][C:6]([NH:8][C@H:9]([C:34]([O:36][CH3:37])=[O:35])[CH2:10][C:11]1[S:12][C:13]([CH2:16][CH2:17][CH2:18][C:19]2[CH:24]=[CH:23][CH:22]=[C:21]([N:25]([C:27]([O:29][C:30]([CH3:32])([CH3:31])[CH3:33])=[O:28])[CH3:26])[N:20]=2)=[CH:14][CH:15]=1)=[O:7])([CH3:4])([CH3:2])[CH3:3], predict the reactants needed to synthesize it. The reactants are: [C:1]([O:5][C:6]([NH:8][C@H:9]([C:34]([O:36][CH3:37])=[O:35])[CH2:10][C:11]1[S:12][C:13]([CH:16]=[CH:17][CH2:18][C:19]2[CH:24]=[CH:23][CH:22]=[C:21]([N:25]([C:27]([O:29][C:30]([CH3:33])([CH3:32])[CH3:31])=[O:28])[CH3:26])[N:20]=2)=[CH:14][CH:15]=1)=[O:7])([CH3:4])([CH3:3])[CH3:2]. (2) Given the product [C:7]([C:6]1[CH:5]=[CH:4][S:3][C:2]=1[NH:1][C:17](=[O:24])[C:18]1[CH:23]=[CH:22][CH:21]=[N:20][CH:19]=1)(=[O:8])[NH2:9], predict the reactants needed to synthesize it. The reactants are: [NH2:1][C:2]1[S:3][CH:4]=[CH:5][C:6]=1[C:7]([NH2:9])=[O:8].CCN(CC)CC.[C:17](Cl)(=[O:24])[C:18]1[CH:23]=[CH:22][CH:21]=[N:20][CH:19]=1. (3) Given the product [CH3:1][O:2][C:3](=[O:15])[C:4]1[CH:9]=[CH:8][CH:7]=[C:6]([C:10]2[O:20][C:19]([C:18]3[CH:22]=[CH:23][CH:24]=[CH:25][C:17]=3[Cl:16])=[N:12][N:11]=2)[CH:5]=1, predict the reactants needed to synthesize it. The reactants are: [CH3:1][O:2][C:3](=[O:15])[C:4]1[CH:9]=[CH:8][CH:7]=[C:6]([C:10]2[N:11]=[N:12]NN=2)[CH:5]=1.[Cl:16][C:17]1[CH:25]=[CH:24][CH:23]=[CH:22][C:18]=1[C:19](Cl)=[O:20].N1C(C)=CC(C)=CC=1C.O. (4) Given the product [C:14]([O:17][C:18]([N:1]1[C:9]2[C:4](=[CH:5][CH:6]=[CH:7][CH:8]=2)[CH2:3][CH:2]1[C:10]([OH:12])=[O:11])=[O:19])([CH3:16])([CH3:15])[CH3:13], predict the reactants needed to synthesize it. The reactants are: [NH:1]1[C:9]2[C:4](=[CH:5][CH:6]=[CH:7][CH:8]=2)[CH2:3][CH:2]1[C:10]([OH:12])=[O:11].[CH3:13][C:14]([O:17][C:18](O[C:18]([O:17][C:14]([CH3:16])([CH3:15])[CH3:13])=[O:19])=[O:19])([CH3:16])[CH3:15]. (5) Given the product [C:23]([O:22][CH3:19])(=[O:8])[CH2:24][CH2:25][CH2:14][CH2:12][C:11]([O:16][CH3:17])=[O:15].[C:19]([O:22][CH3:23])(=[O:21])[CH2:20][CH2:14][CH2:12][C:11]([O:16][CH3:17])=[O:15].[C:11]([O:16][CH3:17])(=[O:15])[CH2:12][CH2:14][C:19]([O:22][CH3:23])=[O:21], predict the reactants needed to synthesize it. The reactants are: CC1CCCC(=[O:8])C1(C)C.[C:11]([O:16][CH2:17]C)(=[O:15])[CH:12]([CH3:14])O.[C:19]([O:22][CH:23]1CCC[CH2:25][CH2:24]1)(=[O:21])[CH3:20].N(CCO)CCO.COC1C=CC(OC)=CC=1.